Predict the reaction yield, written as a fraction of the theoretical maximum amount of product (1.0 means a 100% yield; for example, 0.34 means a 34% yield). From a dataset of Reaction yield outcomes from USPTO patents with 853,638 reactions. (1) The reactants are Br[C:2]1[N:3]=[C:4]([C:7]2[CH:16]=[C:15]([OH:17])[C:14]3[C:9](=[C:10]([Cl:20])[C:11]([O:18][CH3:19])=[CH:12][CH:13]=3)[N:8]=2)[S:5][CH:6]=1.O.C[C:23]([N:25](C)C)=O. The catalyst is [Zn].[C-]#N.[C-]#N.[Zn+2].C1C=CC(/C=C/C(/C=C/C2C=CC=CC=2)=O)=CC=1.C1C=CC(/C=C/C(/C=C/C2C=CC=CC=2)=O)=CC=1.C1C=CC(/C=C/C(/C=C/C2C=CC=CC=2)=O)=CC=1.[Pd].[Pd].C1C=CC(P(C2C=CC=CC=2)[C-]2C=CC=C2)=CC=1.C1C=CC(P(C2C=CC=CC=2)[C-]2C=CC=C2)=CC=1.[Fe+2]. The product is [Cl:20][C:10]1[C:11]([O:18][CH3:19])=[CH:12][CH:13]=[C:14]2[C:9]=1[N:8]=[C:7]([C:4]1[S:5][CH:6]=[C:2]([C:23]#[N:25])[N:3]=1)[CH:16]=[C:15]2[OH:17]. The yield is 0.810. (2) The reactants are [CH2:1]([S:8][CH2:9][C@:10]1([CH3:26])[N:14]([C@H](C2C=CC=CC=2)CO)[C:13](=[O:24])[NH:12][C:11]1=[O:25])[C:2]1[CH:7]=[CH:6][CH:5]=[CH:4][CH:3]=1.C(O)(=O)C.Br.N. No catalyst specified. The product is [CH2:1]([S:8][CH2:9][C@:10]1([CH3:26])[NH:14][C:13](=[O:24])[NH:12][C:11]1=[O:25])[C:2]1[CH:3]=[CH:4][CH:5]=[CH:6][CH:7]=1. The yield is 0.620. (3) The product is [Br:14][C:12]1[N:13]=[C:8]([C:6]#[C:5][Si:2]([CH3:4])([CH3:3])[CH3:1])[C:9]([NH2:15])=[N:10][CH:11]=1. The yield is 0.750. The catalyst is CN(C=O)C.CCOC(C)=O.O.[Cu]I.C1C=CC([P]([Pd]([P](C2C=CC=CC=2)(C2C=CC=CC=2)C2C=CC=CC=2)([P](C2C=CC=CC=2)(C2C=CC=CC=2)C2C=CC=CC=2)[P](C2C=CC=CC=2)(C2C=CC=CC=2)C2C=CC=CC=2)(C2C=CC=CC=2)C2C=CC=CC=2)=CC=1. The reactants are [CH3:1][Si:2]([C:5]#[CH:6])([CH3:4])[CH3:3].Br[C:8]1[C:9]([NH2:15])=[N:10][CH:11]=[C:12]([Br:14])[N:13]=1.C(N(CC)CC)C. (4) The yield is 0.250. The catalyst is OS(O)(=O)=O. The reactants are [NH:1]1[C:10]2[C:5](=[CH:6][CH:7]=[CH:8][CH:9]=2)[CH2:4][CH2:3][CH2:2]1.[N+:11]([O-])([O-:13])=[O:12].[K+].C([O-])(O)=O.[Na+]. The product is [N+:11]([C:8]1[CH:9]=[C:10]2[C:5]([CH2:4][CH2:3][CH2:2][NH:1]2)=[CH:6][CH:7]=1)([O-:13])=[O:12]. (5) The product is [C:19]([C:21]1[CH:26]=[CH:25][C:24]([CH2:27][CH2:28][CH:29](/[CH:41]=[CH:42]/[C:43]2[CH:48]=[CH:47][CH:46]=[CH:45][C:44]=2[O:49][CH2:2][CH2:3][CH2:4][CH2:5][CH2:6][C:7]2[CH:12]=[CH:11][CH:10]=[CH:9][CH:8]=2)[CH2:30][C:31]2[CH:32]=[CH:33][C:34]([C:35]([O:37][CH3:38])=[O:36])=[CH:39][CH:40]=2)=[CH:23][CH:22]=1)#[N:20]. The yield is 0.995. The reactants are Br[CH2:2][CH2:3][CH2:4][CH2:5][CH2:6][C:7]1[CH:12]=[CH:11][CH:10]=[CH:9][CH:8]=1.C(=O)([O-])[O-].[K+].[K+].[C:19]([C:21]1[CH:26]=[CH:25][C:24]([CH2:27][CH2:28][CH:29](/[CH:41]=[CH:42]/[C:43]2[CH:48]=[CH:47][CH:46]=[CH:45][C:44]=2[OH:49])[CH2:30][C:31]2[CH:40]=[CH:39][C:34]([C:35]([O:37][CH3:38])=[O:36])=[CH:33][CH:32]=2)=[CH:23][CH:22]=1)#[N:20]. The catalyst is C(#N)C.